This data is from Full USPTO retrosynthesis dataset with 1.9M reactions from patents (1976-2016). The task is: Predict the reactants needed to synthesize the given product. Given the product [CH3:24][N:21]1[CH2:20][CH2:19][N:18]([C:16]2[CH:17]=[C:12]([N:8]3[CH:7]([CH3:26])[CH2:6][C:5]4[C:10](=[CH:11][C:2]([B:30]5[O:31][C:32]([CH3:34])([CH3:33])[C:28]([CH3:44])([CH3:27])[O:29]5)=[CH:3][CH:4]=4)[CH2:9]3)[N:13]=[C:14]([NH2:25])[N:15]=2)[CH2:23][CH2:22]1, predict the reactants needed to synthesize it. The reactants are: Br[C:2]1[CH:11]=[C:10]2[C:5]([CH2:6][CH:7]([CH3:26])[N:8]([C:12]3[CH:17]=[C:16]([N:18]4[CH2:23][CH2:22][N:21]([CH3:24])[CH2:20][CH2:19]4)[N:15]=[C:14]([NH2:25])[N:13]=3)[CH2:9]2)=[CH:4][CH:3]=1.[CH3:27][C:28]1([CH3:44])[C:32]([CH3:34])([CH3:33])[O:31][B:30]([B:30]2[O:31][C:32]([CH3:34])([CH3:33])[C:28]([CH3:44])([CH3:27])[O:29]2)[O:29]1.ClCCl.C([O-])(=O)C.[K+].